This data is from Reaction yield outcomes from USPTO patents with 853,638 reactions. The task is: Predict the reaction yield, written as a fraction of the theoretical maximum amount of product (1.0 means a 100% yield; for example, 0.34 means a 34% yield). (1) The product is [OH:4][C:5]1[CH:6]=[C:7]([CH3:30])[C:8]([C:12]2[C:17]([CH2:18][O:19][C:20]3[CH:25]=[CH:24][CH:23]=[CH:22][CH:21]=3)=[CH:16][CH:15]=[C:14]([C:26]([O:28][CH3:29])=[O:27])[CH:13]=2)=[C:9]([CH3:11])[CH:10]=1. The yield is 0.930. The reactants are COC[O:4][C:5]1[CH:10]=[C:9]([CH3:11])[C:8]([C:12]2[C:17]([CH2:18][O:19][C:20]3[CH:25]=[CH:24][CH:23]=[CH:22][CH:21]=3)=[CH:16][CH:15]=[C:14]([C:26]([O:28][CH3:29])=[O:27])[CH:13]=2)=[C:7]([CH3:30])[CH:6]=1.CO.Cl.CO. The catalyst is C(COC)OC. (2) The reactants are [C:1]1([C@H:7]([CH2:9][OH:10])[NH2:8])[CH:6]=[CH:5][CH:4]=[CH:3][CH:2]=1.[Cl:11][CH2:12][C:13](Cl)=[O:14]. No catalyst specified. The product is [Cl:11][CH2:12][C:13]([NH:8][C@H:7]([C:1]1[CH:6]=[CH:5][CH:4]=[CH:3][CH:2]=1)[CH2:9][OH:10])=[O:14]. The yield is 0.300. (3) The reactants are Cl[C:2]1[CH:7]=[CH:6][C:5]([O:8][C:9]2[CH:14]=[CH:13][C:12]([F:15])=[C:11]([F:16])[CH:10]=2)=[CH:4][N:3]=1.[N:17]1([CH2:23][CH2:24][O:25][C:26]2[CH:27]=[C:28]([CH:30]=[CH:31][CH:32]=2)[NH2:29])[CH2:22][CH2:21][O:20][CH2:19][CH2:18]1.C1(P(C2C=CC=CC=2)C2C3OC4C(=CC=CC=4P(C4C=CC=CC=4)C4C=CC=CC=4)C(C)(C)C=3C=CC=2)C=CC=CC=1.C(=O)([O-])[O-].[Cs+].[Cs+]. The catalyst is O1CCOCC1.C(OCC)(=O)C. The product is [F:16][C:11]1[CH:10]=[C:9]([CH:14]=[CH:13][C:12]=1[F:15])[O:8][C:5]1[CH:6]=[CH:7][C:2]([NH:29][C:28]2[CH:30]=[CH:31][CH:32]=[C:26]([O:25][CH2:24][CH2:23][N:17]3[CH2:18][CH2:19][O:20][CH2:21][CH2:22]3)[CH:27]=2)=[N:3][CH:4]=1. The yield is 0.250. (4) The reactants are [CH3:1][S:2]([C:5]1[CH:6]=[C:7]([CH:11]=[CH:12][CH:13]=1)[C:8]([OH:10])=[O:9])(=[O:4])=[O:3].S(=O)(=O)(O)O.[N+:19]([O-])([OH:21])=[O:20]. No catalyst specified. The product is [CH3:1][S:2]([C:5]1[CH:6]=[C:7]([CH:11]=[C:12]([N+:19]([O-:21])=[O:20])[CH:13]=1)[C:8]([OH:10])=[O:9])(=[O:3])=[O:4]. The yield is 0.750. (5) The reactants are Br[CH2:2][CH2:3]C.[CH2:5]([O:12][C@@H:13]1[CH2:18][CH2:17][C@H:16]([C:19](=[O:21])[CH3:20])[CH2:15][CH2:14]1)[C:6]1[CH:11]=[CH:10][CH:9]=[CH:8][CH:7]=1. The catalyst is C1COCC1. The product is [CH2:5]([O:12][C@@H:13]1[CH2:18][CH2:17][C@H:16]([C:19](=[O:21])[CH2:20][CH2:2][CH3:3])[CH2:15][CH2:14]1)[C:6]1[CH:11]=[CH:10][CH:9]=[CH:8][CH:7]=1. The yield is 0.500.